From a dataset of Reaction yield outcomes from USPTO patents with 853,638 reactions. Predict the reaction yield, written as a fraction of the theoretical maximum amount of product (1.0 means a 100% yield; for example, 0.34 means a 34% yield). (1) The reactants are [C:1]([C:3]1[C:4]([CH:19]([C:25]2[CH:30]=[CH:29][C:28]([Cl:31])=[C:27]([Cl:32])[CH:26]=2)[CH2:20][CH2:21][N:22]([CH3:24])[CH3:23])=[C:5]([C:14]([O:16]CC)=[O:15])[S:6][C:7]=1[N:8]1[CH2:13][CH2:12][O:11][CH2:10][CH2:9]1)#[N:2].[OH-].[Na+].Cl. The catalyst is CO.O. The product is [C:1]([C:3]1[C:4]([CH:19]([C:25]2[CH:30]=[CH:29][C:28]([Cl:31])=[C:27]([Cl:32])[CH:26]=2)[CH2:20][CH2:21][N:22]([CH3:24])[CH3:23])=[C:5]([C:14]([OH:16])=[O:15])[S:6][C:7]=1[N:8]1[CH2:9][CH2:10][O:11][CH2:12][CH2:13]1)#[N:2]. The yield is 0.950. (2) The reactants are Br[C:2]1[CH:3]=[C:4]([C:8]2([C:26]3[CH:31]=[C:30]([C:32]([F:35])([F:34])[F:33])[C:29](=[O:36])[N:28]([CH3:37])[CH:27]=3)[C:16]3[C:11](=[C:12]([F:17])[CH:13]=[CH:14][CH:15]=3)[C:10]([NH:18]C(=O)OC(C)(C)C)=[N:9]2)[CH:5]=[CH:6][CH:7]=1.[F:38][C:39]1[CH:40]=[C:41](B(O)O)[CH:42]=[N:43][CH:44]=1. No catalyst specified. The product is [NH2:18][C:10]1[C:11]2[C:16](=[CH:15][CH:14]=[CH:13][C:12]=2[F:17])[C:8]([C:26]2[CH:31]=[C:30]([C:32]([F:34])([F:35])[F:33])[C:29](=[O:36])[N:28]([CH3:37])[CH:27]=2)([C:4]2[CH:3]=[CH:2][CH:7]=[C:6]([C:41]3[CH:42]=[N:43][CH:44]=[C:39]([F:38])[CH:40]=3)[CH:5]=2)[N:9]=1. The yield is 0.320.